The task is: Predict the reactants needed to synthesize the given product.. This data is from Full USPTO retrosynthesis dataset with 1.9M reactions from patents (1976-2016). (1) Given the product [CH2:10]([O:9][C:8]([N:7]([CH2:6][C:4]([OH:5])=[O:3])[CH2:13][CH2:14][C:15]1[S:16][CH:17]=[CH:18][CH:19]=1)=[O:12])[CH3:11], predict the reactants needed to synthesize it. The reactants are: C([O:3][C:4]([CH2:6][N:7]([CH2:13][CH2:14][C:15]1[S:16][C:17](Br)=[CH:18][CH:19]=1)[C:8](=[O:12])[O:9][CH2:10][CH3:11])=[O:5])C.[OH-].[Na+]. (2) Given the product [NH:1]1[C:5]2[CH:6]=[CH:7][C:8]([NH:10][C:11](=[O:48])[C@@H:12]([NH:30][C:31]([C@H:33]3[CH2:38][CH2:37][C@H:36]([CH2:39][NH:40][C:41](=[O:42])[O:43][C:44]([CH3:45])([CH3:46])[CH3:47])[CH2:35][CH2:34]3)=[O:32])[CH2:13][C:14]3[CH:15]=[CH:16][C:17]([C:20]4[CH:25]=[CH:24][C:23]([C:26](=[O:27])[NH:52][CH:49]5[CH2:51][CH2:50]5)=[CH:22][C:21]=4[CH3:29])=[CH:18][CH:19]=3)=[CH:9][C:4]=2[N:3]=[N:2]1, predict the reactants needed to synthesize it. The reactants are: [NH:1]1[C:5]2[CH:6]=[CH:7][C:8]([NH:10][C:11](=[O:48])[C@@H:12]([NH:30][C:31]([C@H:33]3[CH2:38][CH2:37][C@H:36]([CH2:39][NH:40][C:41]([O:43][C:44]([CH3:47])([CH3:46])[CH3:45])=[O:42])[CH2:35][CH2:34]3)=[O:32])[CH2:13][C:14]3[CH:19]=[CH:18][C:17]([C:20]4[CH:25]=[CH:24][C:23]([C:26](O)=[O:27])=[CH:22][C:21]=4[CH3:29])=[CH:16][CH:15]=3)=[CH:9][C:4]=2[N:3]=[N:2]1.[CH:49]1([NH2:52])[CH2:51][CH2:50]1.C(NC(C)C)(C)C.CN(C(ON1N=NC2C=CC=NC1=2)=[N+](C)C)C.F[P-](F)(F)(F)(F)F. (3) Given the product [S:1]1[C:5]([C:6]2[CH:7]=[C:8]([NH:15][S:40]([C:37]3[CH:38]=[CH:39][C:33]4[O:32][CH2:31][C:30](=[O:29])[NH:35][C:34]=4[CH:36]=3)(=[O:42])=[O:41])[CH:9]=[C:10]3[C:14]=2[NH:13][N:12]=[CH:11]3)=[CH:4][C:3]2[CH:16]=[CH:17][CH:18]=[CH:19][C:2]1=2, predict the reactants needed to synthesize it. The reactants are: [S:1]1[C:5]([C:6]2[CH:7]=[C:8]([NH2:15])[CH:9]=[C:10]3[C:14]=2[NH:13][N:12]=[CH:11]3)=[CH:4][C:3]2[CH:16]=[CH:17][CH:18]=[CH:19][C:2]1=2.C(N(C(C)C)C(C)C)C.[O:29]=[C:30]1[NH:35][C:34]2[CH:36]=[C:37]([S:40](Cl)(=[O:42])=[O:41])[CH:38]=[CH:39][C:33]=2[O:32][CH2:31]1. (4) Given the product [C:21]([C:17]1[CH:16]=[C:15]([C:12]2[CH:11]=[CH:10][C:9]([CH2:8][CH2:7][NH:6][C:2](=[O:1])[O:3][CH2:4][C:5]([NH:25][CH3:24])=[O:23])=[CH:14][CH:13]=2)[CH:20]=[CH:19][CH:18]=1)#[N:22], predict the reactants needed to synthesize it. The reactants are: [O:1]=[C:2]1[N:6]([CH2:7][CH2:8][C:9]2[CH:14]=[CH:13][C:12]([C:15]3[CH:20]=[CH:19][CH:18]=[C:17]([C:21]#[N:22])[CH:16]=3)=[CH:11][CH:10]=2)[C:5](=[O:23])[CH2:4][O:3]1.[CH3:24][NH2:25]. (5) Given the product [CH2:29]([O:28][C:13]1[CH:12]=[C:11]([CH:16]=[CH:15][C:14]=1[NH:17][S:18]([C:21]1[CH:26]=[CH:25][C:24]([CH3:27])=[CH:23][CH:22]=1)(=[O:20])=[O:19])[O:10][C:8]1[CH:7]=[CH:6][C:5]([NH:33][S:34]([C:37]2[CH:42]=[CH:41][C:40]([CH3:43])=[CH:39][CH:38]=2)(=[O:35])=[O:36])=[C:4]([CH:9]=1)[C:3]([OH:44])=[O:2])[CH:30]([CH3:32])[CH3:31], predict the reactants needed to synthesize it. The reactants are: C[O:2][C:3](=[O:44])[C:4]1[CH:9]=[C:8]([O:10][C:11]2[CH:16]=[CH:15][C:14]([NH:17][S:18]([C:21]3[CH:26]=[CH:25][C:24]([CH3:27])=[CH:23][CH:22]=3)(=[O:20])=[O:19])=[C:13]([O:28][CH2:29][CH:30]([CH3:32])[CH3:31])[CH:12]=2)[CH:7]=[CH:6][C:5]=1[NH:33][S:34]([C:37]1[CH:42]=[CH:41][C:40]([CH3:43])=[CH:39][CH:38]=1)(=[O:36])=[O:35].[Li+].[OH-].O.Cl. (6) Given the product [CH2:1]([P:3]([CH2:6][CH2:7][CH2:8][OH:9])(=[O:4])[O:5][CH2:10][CH2:11][CH2:12][CH3:13])[CH3:2], predict the reactants needed to synthesize it. The reactants are: [CH2:1]([P:3]([CH2:6][CH2:7][CH2:8][OH:9])(=[O:5])[OH:4])[CH3:2].[CH2:10](O)[CH2:11][CH2:12][CH3:13].O. (7) Given the product [CH2:1]([C:5]1[N:6]=[C:7]([CH3:28])[N:8]([CH2:36][C:37](=[O:42])[C:38]([CH3:41])([CH3:40])[CH3:39])[C:9](=[O:27])[C:10]=1[CH2:11][C:12]1[CH:17]=[CH:16][C:15]([C:18]2[C:19]([C:24]#[N:25])=[CH:20][CH:21]=[CH:22][CH:23]=2)=[CH:14][C:13]=1[F:26])[CH2:2][CH2:3][CH3:4], predict the reactants needed to synthesize it. The reactants are: [CH2:1]([C:5]1[N:6]=[C:7]([CH3:28])[NH:8][C:9](=[O:27])[C:10]=1[CH2:11][C:12]1[CH:17]=[CH:16][C:15]([C:18]2[C:19]([C:24]#[N:25])=[CH:20][CH:21]=[CH:22][CH:23]=2)=[CH:14][C:13]=1[F:26])[CH2:2][CH2:3][CH3:4].C(=O)([O-])[O-].[Cs+].[Cs+].Br[CH2:36][C:37](=[O:42])[C:38]([CH3:41])([CH3:40])[CH3:39].CN(C)C=O. (8) Given the product [I-:27].[C:1]([NH:5][C:6]([C:8]1([CH:21]2[CH2:26][CH2:25][CH2:24][CH2:23][CH2:22]2)[CH2:14][CH:13]2[NH2+:15][CH:10]([CH2:11][CH2:12]2)[CH2:9]1)=[O:7])([CH3:4])([CH3:2])[CH3:3], predict the reactants needed to synthesize it. The reactants are: [C:1]([NH:5][C:6]([C:8]1([CH:21]2[CH2:26][CH2:25][CH2:24][CH2:23][CH2:22]2)[CH2:14][CH:13]2[N:15](C(OCC)=O)[CH:10]([CH2:11][CH2:12]2)[CH2:9]1)=[O:7])([CH3:4])([CH3:3])[CH3:2].[I:27][Si](C)(C)C.